Predict the product of the given reaction. From a dataset of Forward reaction prediction with 1.9M reactions from USPTO patents (1976-2016). (1) Given the reactants [NH2:1][C:2]1[N:7]=[C:6]([C:8]2[CH:9]=[CH:10][C:11]([F:22])=[C:12]([CH:14]([C:16]3[CH:21]=[CH:20][CH:19]=[CH:18][CH:17]=3)[OH:15])[CH:13]=2)[CH:5]=[CH:4][N:3]=1.CC(OI1(OC(C)=O)(OC(C)=O)OC(=O)C2C=CC=CC1=2)=O, predict the reaction product. The product is: [NH2:1][C:2]1[N:7]=[C:6]([C:8]2[CH:9]=[CH:10][C:11]([F:22])=[C:12]([C:14]([C:16]3[CH:21]=[CH:20][CH:19]=[CH:18][CH:17]=3)=[O:15])[CH:13]=2)[CH:5]=[CH:4][N:3]=1. (2) Given the reactants CO.[NH2:3][C:4]1[CH:5]=[C:6]([CH:10]=[CH:11][C:12]=1[NH:13][CH2:14][CH2:15][CH3:16])[C:7]([OH:9])=[O:8].Cl.[C:18](=N)(OC)[CH3:19], predict the reaction product. The product is: [CH3:18][C:19]1[N:13]([CH2:14][CH2:15][CH3:16])[C:12]2[CH:11]=[CH:10][C:6]([C:7]([OH:9])=[O:8])=[CH:5][C:4]=2[N:3]=1. (3) Given the reactants [CH2:1]([O:3][C:4]([C:6]1[CH:7]=[N:8][N:9]([C:12]2[CH:17]=[CH:16][C:15](Br)=[CH:14][N:13]=2)[C:10]=1[CH3:11])=[O:5])[CH3:2].[CH3:19]B(O)O.P([O-])([O-])([O-])=O.[K+].[K+].[K+].[Cl-].[NH4+], predict the reaction product. The product is: [CH2:1]([O:3][C:4]([C:6]1[CH:7]=[N:8][N:9]([C:12]2[CH:17]=[CH:16][C:15]([CH3:19])=[CH:14][N:13]=2)[C:10]=1[CH3:11])=[O:5])[CH3:2]. (4) Given the reactants [CH2:1]1[O:5][C@@H:4]2[C@@H:6]([OH:9])[CH2:7][O:8][C@@H:3]2[C@@H:2]1[OH:10].[C:11]([OH:20])(=[O:19])[CH2:12][CH2:13][CH2:14][CH2:15][CH2:16][CH2:17][CH3:18], predict the reaction product. The product is: [CH2:1]1[O:5][C@@H:4]2[C@@H:6]([OH:9])[CH2:7][O:8][C@@H:3]2[C@@H:2]1[OH:10].[C:11]([O-:20])(=[O:19])[CH2:12][CH2:13][CH2:14][CH2:15][CH2:16][CH2:17][CH3:18]. (5) Given the reactants [Br:1][C:2]1[CH:3]=[C:4]([NH2:9])[C:5]([Cl:8])=[N:6][CH:7]=1.[C:10]([C:13]1[CH:18]=[CH:17][C:16]([S:19](Cl)(=[O:21])=[O:20])=[CH:15][CH:14]=1)(=[O:12])[CH3:11], predict the reaction product. The product is: [C:10]([C:13]1[CH:14]=[CH:15][C:16]([S:19]([NH:9][C:4]2[C:5]([Cl:8])=[N:6][CH:7]=[C:2]([Br:1])[CH:3]=2)(=[O:21])=[O:20])=[CH:17][CH:18]=1)(=[O:12])[CH3:11]. (6) Given the reactants [Br:1][C:2]1[C:9]([F:10])=[CH:8][CH:7]=[C:6](F)[C:3]=1[CH:4]=[O:5].[CH3:12][O:13][Na], predict the reaction product. The product is: [Br:1][C:2]1[C:9]([F:10])=[CH:8][CH:7]=[C:6]([O:13][CH3:12])[C:3]=1[CH:4]=[O:5]. (7) Given the reactants [CH3:1][O:2][CH2:3][CH2:4][S:5][C:6]1[CH:7]=[C:8]([O:33][C:34]2[C:35]([CH3:40])=[N:36][CH:37]=[CH:38][CH:39]=2)[C:9]([NH:12][C:13]2[S:17][N:16]=[C:15]([CH:18]3[CH2:24][CH:23]4[N:25](C(OC(C)(C)C)=O)[CH:20]([CH2:21][CH2:22]4)[CH2:19]3)[N:14]=2)=[N:10][CH:11]=1.C(O)(C(F)(F)F)=O, predict the reaction product. The product is: [CH:23]12[NH:25][CH:20]([CH2:21][CH2:22]1)[CH2:19][CH:18]([C:15]1[N:14]=[C:13]([NH:12][C:9]3[C:8]([O:33][C:34]4[C:35]([CH3:40])=[N:36][CH:37]=[CH:38][CH:39]=4)=[CH:7][C:6]([S:5][CH2:4][CH2:3][O:2][CH3:1])=[CH:11][N:10]=3)[S:17][N:16]=1)[CH2:24]2.